Dataset: Peptide-MHC class I binding affinity with 185,985 pairs from IEDB/IMGT. Task: Regression. Given a peptide amino acid sequence and an MHC pseudo amino acid sequence, predict their binding affinity value. This is MHC class I binding data. (1) The peptide sequence is MFLIAENKI. The MHC is HLA-A23:01 with pseudo-sequence HLA-A23:01. The binding affinity (normalized) is 0.370. (2) The peptide sequence is PVPGDWLYF. The MHC is HLA-A26:01 with pseudo-sequence HLA-A26:01. The binding affinity (normalized) is 0.338. (3) The peptide sequence is EPGPSGLLI. The MHC is HLA-A80:01 with pseudo-sequence HLA-A80:01. The binding affinity (normalized) is 0.0847. (4) The binding affinity (normalized) is 0.147. The peptide sequence is SGVEHPGGYCL. The MHC is H-2-Db with pseudo-sequence H-2-Db. (5) The binding affinity (normalized) is 0.336. The MHC is HLA-B81:01 with pseudo-sequence HLA-B81:01. The peptide sequence is TPEDLNTML. (6) The peptide sequence is ELRSRYWAI. The MHC is HLA-B57:01 with pseudo-sequence HLA-B57:01. The binding affinity (normalized) is 0.0847.